Predict the reactants needed to synthesize the given product. From a dataset of Full USPTO retrosynthesis dataset with 1.9M reactions from patents (1976-2016). (1) Given the product [CH3:14][N:9]1[C:10]2[C:6](=[C:5]([C:3]3[N:31]=[C:28]([CH3:29])[S:30][CH:2]=3)[CH:13]=[CH:12][CH:11]=2)[C:7]2([C:27]3[C:18](=[CH:19][C:20]4[O:25][CH2:24][CH2:23][O:22][C:21]=4[CH:26]=3)[O:17][CH2:16]2)[C:8]1=[O:15], predict the reactants needed to synthesize it. The reactants are: Br[CH2:2][C:3]([C:5]1[CH:13]=[CH:12][CH:11]=[C:10]2[C:6]=1[C:7]1([C:27]3[C:18](=[CH:19][C:20]4[O:25][CH2:24][CH2:23][O:22][C:21]=4[CH:26]=3)[O:17][CH2:16]1)[C:8](=[O:15])[N:9]2[CH3:14])=O.[C:28]([NH2:31])(=[S:30])[CH3:29]. (2) The reactants are: [CH2:1]([C:8]1[N:9]=[N:10][C:11]([C:14]2[CH:19]=[CH:18][C:17]([O:20]C)=[C:16]([F:22])[CH:15]=2)=[CH:12][CH:13]=1)[C:2]1[CH:7]=[CH:6][CH:5]=[CH:4][CH:3]=1. Given the product [CH2:1]([C:8]1[N:9]=[N:10][C:11]([C:14]2[CH:19]=[CH:18][C:17]([OH:20])=[C:16]([F:22])[CH:15]=2)=[CH:12][CH:13]=1)[C:2]1[CH:3]=[CH:4][CH:5]=[CH:6][CH:7]=1, predict the reactants needed to synthesize it. (3) Given the product [OH:10][C:5]1[CH:6]=[CH:7][C:8]([C:11]2([C:8]3[CH:7]=[CH:6][C:5]([OH:10])=[C:4]([O:3][CH2:1][CH3:2])[CH:9]=3)[C:12]3[C:13](=[CH:17][CH:18]=[CH:19][CH:20]=3)[C:14](=[O:15])[O:16]2)=[CH:9][C:4]=1[O:3][CH2:1][CH3:2], predict the reactants needed to synthesize it. The reactants are: [CH2:1]([O:3][C:4]1[CH:9]=[CH:8][CH:7]=[CH:6][C:5]=1[OH:10])[CH3:2].[C:11]1(=O)[O:16][C:14](=[O:15])[C:13]2=[CH:17][CH:18]=[CH:19][CH:20]=[C:12]12. (4) Given the product [Cl:19][C:20]1[CH:25]=[CH:24][C:23]([CH:26]([C:28]2[CH:29]=[CH:30][CH:31]=[CH:32][CH:33]=2)[NH:27][C:16](=[O:18])[CH2:15][C:12]2[CH:11]=[CH:10][C:9]([O:8][C:7]3[C:2]([CH3:1])=[N:3][CH:4]=[CH:5][CH:6]=3)=[CH:14][CH:13]=2)=[C:22]([CH3:34])[CH:21]=1, predict the reactants needed to synthesize it. The reactants are: [CH3:1][C:2]1[C:7]([O:8][C:9]2[CH:14]=[CH:13][C:12]([CH2:15][C:16]([OH:18])=O)=[CH:11][CH:10]=2)=[CH:6][CH:5]=[CH:4][N:3]=1.[Cl:19][C:20]1[CH:25]=[CH:24][C:23]([CH:26]([C:28]2[CH:33]=[CH:32][CH:31]=[CH:30][CH:29]=2)[NH2:27])=[C:22]([CH3:34])[CH:21]=1.